From a dataset of Reaction yield outcomes from USPTO patents with 853,638 reactions. Predict the reaction yield, written as a fraction of the theoretical maximum amount of product (1.0 means a 100% yield; for example, 0.34 means a 34% yield). (1) The reactants are [Cl:1][C:2]1[C:3]([CH:14]=O)=[N:4][CH:5]=[C:6]([N:8]([CH:10]2[CH2:13][CH2:12][CH2:11]2)[CH3:9])[N:7]=1.[CH2:16]([NH:23][CH2:24][C@@H:25]([OH:29])[CH2:26][O:27][CH3:28])[C:17]1[CH:22]=[CH:21][CH:20]=[CH:19][CH:18]=1.C(O[BH-](OC(=O)C)OC(=O)C)(=O)C.[Na+].C(=O)([O-])O.[Na+]. The catalyst is C(#N)C.C(O)(=O)C. The product is [CH2:16]([N:23]([CH2:14][C:3]1[C:2]([Cl:1])=[N:7][C:6]([N:8]([CH:10]2[CH2:11][CH2:12][CH2:13]2)[CH3:9])=[CH:5][N:4]=1)[CH2:24][C@@H:25]([OH:29])[CH2:26][O:27][CH3:28])[C:17]1[CH:22]=[CH:21][CH:20]=[CH:19][CH:18]=1. The yield is 0.830. (2) The reactants are [Cl:1][C:2]1[CH:3]=[CH:4][C:5]2[CH2:11][N:10]([C@@H:12]3[CH2:16][CH2:15][NH:14][CH2:13]3)[CH2:9][C:8](=[O:17])[NH:7][C:6]=2[CH:18]=1.C([O-])([O-])=O.[K+].[K+].Br[CH2:26][CH2:27][CH:28]=[C:29]1[C:35]2[CH:36]=[CH:37][CH:38]=[N:39][C:34]=2[CH2:33][O:32][C:31]2[CH:40]=[CH:41][C:42]([C:44]([OH:47])([CH3:46])[CH3:45])=[CH:43][C:30]1=2. The catalyst is C(#N)C.O. The product is [Cl:1][C:2]1[CH:3]=[CH:4][C:5]2[CH2:11][N:10]([C@@H:12]3[CH2:16][CH2:15][N:14]([CH2:26][CH2:27][CH:28]=[C:29]4[C:35]5[CH:36]=[CH:37][CH:38]=[N:39][C:34]=5[CH2:33][O:32][C:31]5[CH:40]=[CH:41][C:42]([C:44]([OH:47])([CH3:46])[CH3:45])=[CH:43][C:30]4=5)[CH2:13]3)[CH2:9][C:8](=[O:17])[NH:7][C:6]=2[CH:18]=1. The yield is 0.280. (3) The reactants are [H-].[Na+].[CH2:3]([OH:10])[C:4]1[CH:9]=[CH:8][CH:7]=[CH:6][CH:5]=1.Cl[C:12]1[C:21]2[C:16](=[C:17]([CH3:24])[C:18]([O:22][CH3:23])=[CH:19][CH:20]=2)[N+:15]([O-:25])=[CH:14][CH:13]=1.O. The catalyst is CN(C=O)C. The product is [CH2:3]([O:10][C:12]1[C:21]2[C:16](=[C:17]([CH3:24])[C:18]([O:22][CH3:23])=[CH:19][CH:20]=2)[N+:15]([O-:25])=[CH:14][CH:13]=1)[C:4]1[CH:9]=[CH:8][CH:7]=[CH:6][CH:5]=1. The yield is 0.590. (4) The reactants are [OH:1][CH2:2][C@H:3]([NH:14][C:15]([C:17]1[C:26]2[O:25][CH2:24][CH2:23][O:22][C:21]=2[CH:20]=[C:19](Br)[CH:18]=1)=[O:16])[CH2:4][C:5]1[C:13]2[C:8](=[CH:9][CH:10]=[CH:11][CH:12]=2)[NH:7][CH:6]=1.[C:28]([C:30]1[CH:35]=[CH:34][CH:33]=[CH:32][C:31]=1[O:36][CH3:37])#[CH:29].CCCC[N+](CCCC)(CCCC)CCCC.[F-].O. The catalyst is C1COCC1.C(OCC)(=O)C.Cl[Pd](Cl)([P](C1C=CC=CC=1)(C1C=CC=CC=1)C1C=CC=CC=1)[P](C1C=CC=CC=1)(C1C=CC=CC=1)C1C=CC=CC=1.C(COC)OC. The product is [OH:1][CH2:2][C@H:3]([NH:14][C:15]([C:17]1[C:26]2[O:25][CH2:24][CH2:23][O:22][C:21]=2[CH:20]=[C:19]([C:29]#[C:28][C:30]2[CH:35]=[CH:34][CH:33]=[CH:32][C:31]=2[O:36][CH3:37])[CH:18]=1)=[O:16])[CH2:4][C:5]1[C:13]2[C:8](=[CH:9][CH:10]=[CH:11][CH:12]=2)[NH:7][CH:6]=1. The yield is 0.210. (5) The reactants are [O:1]1[C:5]2[CH:6]=[CH:7][C:8]([CH2:10][C:11]#N)=[CH:9][C:4]=2[O:3][CH2:2]1.Br[CH2:14][CH2:15]Cl.[OH-:17].[Na+].[OH2:19]. The catalyst is [Cl-].C([N+](CC)(CC)CC)C1C=CC=CC=1. The product is [O:1]1[C:5]2[CH:6]=[CH:7][C:8]([C:10]3([C:11]([OH:19])=[O:17])[CH2:15][CH2:14]3)=[CH:9][C:4]=2[O:3][CH2:2]1. The yield is 0.800. (6) The reactants are [CH3:1][N:2]([CH3:36])[C:3]1[C:8]([NH:9][C:10](=[O:35])[C:11]2[CH:16]=[C:15]([CH2:17][C:18]3[C:19](=[O:30])[C:20]([O:28][CH3:29])=[C:21]([O:26][CH3:27])[C:22](=[O:25])[C:23]=3[CH3:24])[CH:14]=[CH:13][C:12]=2[O:31]C(=O)C)=[CH:7][CH:6]=[CH:5][N:4]=1.C(=O)([O-])O.[Na+]. The catalyst is CO.O. The product is [CH3:36][N:2]([CH3:1])[C:3]1[C:8]([NH:9][C:10](=[O:35])[C:11]2[CH:16]=[C:15]([CH2:17][C:18]3[C:19](=[O:30])[C:20]([O:28][CH3:29])=[C:21]([O:26][CH3:27])[C:22](=[O:25])[C:23]=3[CH3:24])[CH:14]=[CH:13][C:12]=2[OH:31])=[CH:7][CH:6]=[CH:5][N:4]=1. The yield is 0.990. (7) The reactants are [I:1][C:2]1[CH:7]=[CH:6][C:5]([CH2:8][C:9]([OH:11])=[O:10])=[CH:4][CH:3]=1.Cl.[CH3:13]O. The catalyst is O1CCOCC1. The product is [I:1][C:2]1[CH:3]=[CH:4][C:5]([CH2:8][C:9]([O:11][CH3:13])=[O:10])=[CH:6][CH:7]=1. The yield is 0.980. (8) The reactants are [NH2:1]/[C:2](=[N:27]\[O:28][C:29](OCC)=[O:30])/[CH2:3][N:4]1[C:13]2[C:8](=[CH:9][CH:10]=[CH:11][CH:12]=2)[CH2:7][CH:6]([NH:14][C:15]([C:17]2[NH:21][C:20]3[S:22][C:23]([Cl:25])=[CH:24][C:19]=3[CH:18]=2)=[O:16])[C:5]1=[O:26]. The catalyst is O1CCOCC1. The product is [Cl:25][C:23]1[S:22][C:20]2[NH:21][C:17]([C:15]([NH:14][CH:6]3[CH2:7][C:8]4[C:13](=[CH:12][CH:11]=[CH:10][CH:9]=4)[N:4]([CH2:3][C:2]4[NH:1][C:29](=[O:30])[O:28][N:27]=4)[C:5]3=[O:26])=[O:16])=[CH:18][C:19]=2[CH:24]=1. The yield is 0.870. (9) The reactants are C([O:8][C:9]1[CH:18]=[C:17]2[C:12]([C:13]([O:19][C:20]3[CH:25]=[CH:24][C:23]([N+:26]([O-:28])=[O:27])=[CH:22][C:21]=3[F:29])=[CH:14][CH:15]=[N:16]2)=[CH:11][C:10]=1[O:30][CH3:31])C1C=CC=CC=1.Br. The catalyst is CC(O)=O. The product is [F:29][C:21]1[CH:22]=[C:23]([N+:26]([O-:28])=[O:27])[CH:24]=[CH:25][C:20]=1[O:19][C:13]1[C:12]2[C:17](=[CH:18][C:9]([OH:8])=[C:10]([O:30][CH3:31])[CH:11]=2)[N:16]=[CH:15][CH:14]=1. The yield is 0.920. (10) The reactants are [CH3:1][O:2][C:3]1[C:16]2[C:15](=[O:17])[C:14]3[C:9](=[C:10]([O:18][CH3:19])[CH:11]=[CH:12][CH:13]=3)[O:8][C:7]=2[CH:6]=[C:5]([O:20][C:21]#[C:22][CH:23]([CH3:25])[CH3:24])[CH:4]=1.N1C2C(=CC=CC=2)C=CC=1. The catalyst is [Pd].CC([O-])=O.CC([O-])=O.[Pb+2].C1C=CC=CC=1.[Pd].C([O-])([O-])=O.[Ca+2]. The product is [CH3:1][O:2][C:3]1[C:16]2[C:15](=[O:17])[C:14]3[C:9](=[C:10]([O:18][CH3:19])[CH:11]=[CH:12][CH:13]=3)[O:8][C:7]=2[CH:6]=[C:5]([O:20][CH:21]=[CH:22][CH:23]([CH3:25])[CH3:24])[CH:4]=1. The yield is 0.760.